From a dataset of Forward reaction prediction with 1.9M reactions from USPTO patents (1976-2016). Predict the product of the given reaction. (1) Given the reactants [N:1]1([C:10]2[N:18]=[C:17](Cl)[N:16]=[C:15]3[C:11]=2[N:12]=[CH:13][NH:14]3)[C:5]2[CH:6]=[CH:7][CH:8]=[CH:9][C:4]=2[N:3]=[CH:2]1.[NH2:20][CH:21]([CH2:24][CH3:25])[CH2:22][OH:23], predict the reaction product. The product is: [N:1]1([C:10]2[N:18]=[C:17]([NH:20][C@@H:21]([CH2:24][CH3:25])[CH2:22][OH:23])[N:16]=[C:15]3[C:11]=2[N:12]=[CH:13][NH:14]3)[C:5]2[CH:6]=[CH:7][CH:8]=[CH:9][C:4]=2[N:3]=[CH:2]1. (2) Given the reactants [NH2:1][C:2]1[C:11]2[C:6](=[CH:7][C:8]([CH2:12][N:13]3[CH2:18][CH2:17][NH:16][CH:15]([CH2:19][CH2:20][CH3:21])[C:14]3=[O:22])=[CH:9][CH:10]=2)[N:5]=[CH:4][N:3]=1.C([O:27][C:28](=O)[CH2:29][C:30]([C:32]1[S:33][C:34]([Cl:37])=[CH:35][CH:36]=1)=[O:31])(C)(C)C, predict the reaction product. The product is: [NH2:1][C:2]1[C:11]2[C:6](=[CH:7][C:8]([CH2:12][N:13]3[CH2:18][CH2:17][N:16]([C:28](=[O:27])[CH2:29][C:30]([C:32]4[S:33][C:34]([Cl:37])=[CH:35][CH:36]=4)=[O:31])[CH:15]([CH2:19][CH2:20][CH3:21])[C:14]3=[O:22])=[CH:9][CH:10]=2)[N:5]=[CH:4][N:3]=1. (3) Given the reactants [Cl:1][C:2]1[CH:8]=[CH:7][C:5]([NH2:6])=[CH:4][C:3]=1[O:9][CH:10]([CH3:12])[CH3:11].CCN(C(C)C)C(C)C.[C:22](OC(=O)C)(=[O:24])[CH3:23].O, predict the reaction product. The product is: [Cl:1][C:2]1[CH:8]=[CH:7][C:5]([NH:6][C:22](=[O:24])[CH3:23])=[CH:4][C:3]=1[O:9][CH:10]([CH3:12])[CH3:11]. (4) Given the reactants C(OC([N:8]1[CH2:12][CH2:11][C:10]2([CH2:16][CH2:15][N:14]([C:17]3[CH:18]=[N:19][C:20]([O:26][C:27]4[CH:32]=[CH:31][C:30]([O:33][C:34]5[CH:39]=[CH:38][CH:37]=[CH:36][CH:35]=5)=[CH:29][CH:28]=4)=[C:21]([C:23](=[O:25])[NH2:24])[CH:22]=3)[CH2:13]2)[CH2:9]1)=O)(C)(C)C.Cl, predict the reaction product. The product is: [CH2:13]1[C:10]2([CH2:11][CH2:12][NH:8][CH2:9]2)[CH2:16][CH2:15][N:14]1[C:17]1[CH:18]=[N:19][C:20]([O:26][C:27]2[CH:32]=[CH:31][C:30]([O:33][C:34]3[CH:39]=[CH:38][CH:37]=[CH:36][CH:35]=3)=[CH:29][CH:28]=2)=[C:21]([CH:22]=1)[C:23]([NH2:24])=[O:25]. (5) Given the reactants [NH2:1][C:2]1[C:11]2[C:10]([CH3:12])=[N:9][CH:8]=[N:7][C:6]=2[N:5]([O:13][CH2:14][C:15]2[CH:20]=[CH:19][CH:18]=[CH:17][CH:16]=2)[C:4](=[O:21])[CH:3]=1, predict the reaction product. The product is: [CH2:14]([O:13][N:5]1[C:6]2[N:7]=[CH:8][N:9]=[C:10]([CH3:12])[C:11]=2[C:2]([NH:1][C:14](=[O:13])[C:15]2[CH:20]=[CH:19][CH:18]=[CH:17][CH:16]=2)=[CH:3][C:4]1=[O:21])[C:15]1[CH:20]=[CH:19][CH:18]=[CH:17][CH:16]=1.